Dataset: Full USPTO retrosynthesis dataset with 1.9M reactions from patents (1976-2016). Task: Predict the reactants needed to synthesize the given product. (1) Given the product [N:22]([C@H:10]([C:4]1[CH:5]=[C:6]([F:9])[C:7]([F:8])=[C:2]([F:1])[CH:3]=1)[CH3:11])=[N+:23]=[N-:24], predict the reactants needed to synthesize it. The reactants are: [F:1][C:2]1[CH:3]=[C:4]([C@H:10](O)[CH3:11])[CH:5]=[C:6]([F:9])[C:7]=1[F:8].C1C=CC(OP(OC2C=CC=CC=2)([N:22]=[N+:23]=[N-:24])=O)=CC=1.O. (2) Given the product [CH2:1]([O:8][C:9]([N:12]1[C:13](=[O:16])[CH2:14][CH2:15][CH:11]1[C:9]([O:8][CH2:1][C:2]1[CH:3]=[CH:4][CH:5]=[CH:6][CH:7]=1)=[O:10])=[O:10])[CH2:2][CH2:3][CH:22]=[CH2:23], predict the reactants needed to synthesize it. The reactants are: [CH2:1]([O:8][C:9]([CH:11]1[CH2:15][CH2:14][C:13](=[O:16])[NH:12]1)=[O:10])[C:2]1[CH:7]=[CH:6][CH:5]=[CH:4][CH:3]=1.C(N([CH2:22][CH3:23])CC)C. (3) Given the product [ClH:23].[NH2:8][C@@H:9]1[CH2:11][C@H:10]1[C:12]1[CH:13]=[C:14]([CH:19]=[CH:20][C:21]=1[F:22])[C:15]([O:17][CH3:18])=[O:16], predict the reactants needed to synthesize it. The reactants are: C(OC([NH:8][C@@H:9]1[CH2:11][C@H:10]1[C:12]1[CH:13]=[C:14]([CH:19]=[CH:20][C:21]=1[F:22])[C:15]([O:17][CH3:18])=[O:16])=O)(C)(C)C.[ClH:23].CO. (4) Given the product [Br:1][C:2]1[CH:7]=[CH:6][C:5]([CH2:8][C:9]([NH:25][C:26]2[CH:31]=[C:30]([C:32]([F:33])([F:34])[F:35])[CH:29]=[C:28]([C:36]([N:38]3[CH2:39][CH2:40][O:41][CH2:42][CH2:43]3)=[O:37])[CH:27]=2)=[O:11])=[C:4]([F:12])[CH:3]=1, predict the reactants needed to synthesize it. The reactants are: [Br:1][C:2]1[CH:7]=[CH:6][C:5]([CH2:8][C:9]([OH:11])=O)=[C:4]([F:12])[CH:3]=1.Cl.CN(C)CCCN=C=NCC.[NH2:25][C:26]1[CH:27]=[C:28]([C:36]([N:38]2[CH2:43][CH2:42][O:41][CH2:40][CH2:39]2)=[O:37])[CH:29]=[C:30]([C:32]([F:35])([F:34])[F:33])[CH:31]=1.CCN(CC)CC. (5) Given the product [F:10][C:11]1[CH:16]=[CH:15][C:14]([O:1][C:2]2[CH:3]=[C:4]([CH:7]=[CH:8][CH:9]=2)[CH:5]=[O:6])=[CH:13][CH:12]=1, predict the reactants needed to synthesize it. The reactants are: [OH:1][C:2]1[CH:3]=[C:4]([CH:7]=[CH:8][CH:9]=1)[CH:5]=[O:6].[F:10][C:11]1[CH:16]=[CH:15][C:14](Br)=[CH:13][CH:12]=1.C([O-])([O-])=O.[K+].[K+]. (6) Given the product [Cl:11][C:5]1[N:4]=[CH:3][C:2]2[N:1]=[C:29]([C:28]3[CH:31]=[CH:32][C:25]([O:24][CH:21]4[CH2:22][CH2:23][N:18]([CH:14]5[CH2:17][CH2:16][CH2:15]5)[CH2:19][CH2:20]4)=[CH:26][C:27]=3[O:33][CH3:34])[N:13]([CH3:12])[C:8](=[O:10])[C:7]=2[CH:6]=1, predict the reactants needed to synthesize it. The reactants are: [NH2:1][C:2]1[C:7]([C:8]([OH:10])=O)=[CH:6][C:5]([Cl:11])=[N:4][CH:3]=1.[CH3:12][NH2:13].[CH:14]1([N:18]2[CH2:23][CH2:22][CH:21]([O:24][C:25]3[CH:32]=[CH:31][C:28]([CH:29]=O)=[C:27]([O:33][CH3:34])[CH:26]=3)[CH2:20][CH2:19]2)[CH2:17][CH2:16][CH2:15]1. (7) Given the product [CH3:3][CH:2]([C:4]1[N:8]=[C:7]([N:9]2[CH2:14][CH2:13][CH:12]([CH2:15][O:16][C:17]3[CH:18]=[CH:19][C:20]([C:23]4[CH:28]=[CH:27][C:26]([S@:29]([CH3:31])=[O:30])=[CH:25][CH:24]=4)=[N:21][CH:22]=3)[CH2:11][CH2:10]2)[O:6][N:5]=1)[CH3:1], predict the reactants needed to synthesize it. The reactants are: [CH3:1][CH:2]([C:4]1[N:8]=[C:7]([N:9]2[CH2:14][CH2:13][CH:12]([CH2:15][O:16][C:17]3[CH:18]=[CH:19][C:20]([C:23]4[CH:28]=[CH:27][C:26]([S:29]([CH3:31])=[O:30])=[CH:25][CH:24]=4)=[N:21][CH:22]=3)[CH2:11][CH2:10]2)[O:6][N:5]=1)[CH3:3].C(=O)=O.CO. (8) Given the product [CH3:15][O:16][C:17](=[O:18])[C:13]([OH:14])=[CH:12][C:11](=[O:21])[N:10]([CH2:9][C:8]1[CH:24]=[CH:25][C:5]([NH:4][C:1](=[O:3])[CH3:2])=[CH:6][CH:7]=1)[O:22][CH3:23], predict the reactants needed to synthesize it. The reactants are: [C:1]([NH:4][C:5]1[CH:25]=[CH:24][C:8]([CH2:9][N:10]([O:22][CH3:23])[C:11](=[O:21])[CH:12]=[C:13]2[C:17](=[O:18])[O:16][C:15](C)(C)[O:14]2)=[CH:7][CH:6]=1)(=[O:3])[CH3:2]. (9) Given the product [CH3:28][O:27][C:24]1[CH:25]=[CH:26][C:21]([S:18]([C:5]([CH2:11][C:12]2[CH:13]=[N:14][CH:15]=[CH:16][CH:17]=2)([CH2:6][CH:7]=[C:8]([CH3:10])[CH3:9])[C:4]([OH:29])=[O:3])(=[O:20])=[O:19])=[CH:22][CH:23]=1, predict the reactants needed to synthesize it. The reactants are: C([O:3][C:4](=[O:29])[C:5]([S:18]([C:21]1[CH:26]=[CH:25][C:24]([O:27][CH3:28])=[CH:23][CH:22]=1)(=[O:20])=[O:19])([CH2:11][C:12]1[CH:13]=[N:14][CH:15]=[CH:16][CH:17]=1)[CH:6]=[CH:7][CH:8]([CH3:10])[CH3:9])C. (10) The reactants are: [CH3:1][O:2][C:3]1[CH:8]=[CH:7][C:6]([C@@H:9]2[CH2:14][CH2:13][CH2:12][CH2:11][C@@H:10]2[NH2:15])=[CH:5][C:4]=1[O:16][CH3:17].[CH3:18][O:19][C:20]1[CH:25]=[CH:24][C:23]([NH:26][C:27]([C:29]2[CH:30]=[C:31]([CH:35]=[CH:36][CH:37]=2)[C:32](Cl)=[O:33])=[O:28])=[CH:22][CH:21]=1. Given the product [CH3:17][O:16][C:4]1[CH:5]=[C:6]([C@H:9]2[CH2:14][CH2:13][CH2:12][CH2:11][C@H:10]2[NH:15][C:32](=[O:33])[C:31]2[CH:35]=[CH:36][CH:37]=[C:29]([C:27]([NH:26][C:23]3[CH:22]=[CH:21][C:20]([O:19][CH3:18])=[CH:25][CH:24]=3)=[O:28])[CH:30]=2)[CH:7]=[CH:8][C:3]=1[O:2][CH3:1], predict the reactants needed to synthesize it.